The task is: Predict the reactants needed to synthesize the given product.. This data is from Full USPTO retrosynthesis dataset with 1.9M reactions from patents (1976-2016). (1) Given the product [Cl:1][C:2]1[CH:3]=[C:4]([CH2:9][CH3:10])[CH:5]=[CH:6][C:7]=1[F:8], predict the reactants needed to synthesize it. The reactants are: [Cl:1][C:2]1[CH:3]=[C:4]([C:9](=O)[CH3:10])[CH:5]=[CH:6][C:7]=1[F:8].C([SiH](CC)CC)C. (2) Given the product [OH:15][CH2:14][C:10]1[S:11][C:7]([S:11][CH2:10][CH2:9][CH2:8][CH3:7])=[CH:8][CH:9]=1, predict the reactants needed to synthesize it. The reactants are: [BH4-].[Na+].C([C:7]1[S:11][C:10](C=S)=[CH:9][CH:8]=1)CCC.[CH3:14][OH:15]. (3) The reactants are: [C:1]([O:5][C:6]([N:8]1[CH2:13][CH2:12][O:11][CH:10]([CH2:14][OH:15])[CH2:9]1)=[O:7])([CH3:4])([CH3:3])[CH3:2].Cl[CH2:17][C:18]1[S:22][C:21]([C:23]2[CH:28]=[CH:27][C:26]([Cl:29])=[CH:25][CH:24]=2)=[N:20][C:19]=1[CH3:30]. Given the product [C:1]([O:5][C:6]([N:8]1[CH2:13][CH2:12][O:11][CH:10]([CH2:14][O:15][CH2:17][C:18]2[S:22][C:21]([C:23]3[CH:28]=[CH:27][C:26]([Cl:29])=[CH:25][CH:24]=3)=[N:20][C:19]=2[CH3:30])[CH2:9]1)=[O:7])([CH3:4])([CH3:3])[CH3:2], predict the reactants needed to synthesize it.